Dataset: Reaction yield outcomes from USPTO patents with 853,638 reactions. Task: Predict the reaction yield, written as a fraction of the theoretical maximum amount of product (1.0 means a 100% yield; for example, 0.34 means a 34% yield). (1) The reactants are [Cl:1][C:2]1[CH:7]=[C:6]([CH2:8][N:9]2[C:14]([O:15][C:16]3[CH:21]=[C:20]([CH3:22])[CH:19]=[C:18]([CH:23]4OCC[O:24]4)[CH:17]=3)=[C:13]([CH:28]([CH3:30])[CH3:29])[C:12](=[O:31])[NH:11][C:10]2=[O:32])[CH:5]=[C:4]([NH:33][CH2:34][C:35]2[CH:40]=[CH:39][C:38]([O:41][CH3:42])=[CH:37][CH:36]=2)[N:3]=1.CC1C=CC(S([O-])(=O)=O)=CC=1.C1C=C[NH+]=CC=1. The catalyst is O.CC(C)=O. The product is [Cl:1][C:2]1[CH:7]=[C:6]([CH2:8][N:9]2[C:14]([O:15][C:16]3[CH:17]=[C:18]([CH:19]=[C:20]([CH3:22])[CH:21]=3)[CH:23]=[O:24])=[C:13]([CH:28]([CH3:29])[CH3:30])[C:12](=[O:31])[NH:11][C:10]2=[O:32])[CH:5]=[C:4]([NH:33][CH2:34][C:35]2[CH:36]=[CH:37][C:38]([O:41][CH3:42])=[CH:39][CH:40]=2)[N:3]=1. The yield is 0.500. (2) The reactants are ON1C2C=CC=CC=2N=N1.[NH:11]1[C:19]2[C:14](=[CH:15][CH:16]=[CH:17][CH:18]=2)[C:13]([CH2:20][CH2:21][CH2:22][CH2:23][CH2:24][CH2:25][NH2:26])=[CH:12]1.CN1CCOCC1.Cl.[CH3:35][N:36]([CH3:53])[C:37]1([C:47]2[CH:52]=[CH:51][CH:50]=[CH:49][CH:48]=2)[CH2:42][CH2:41][CH:40]([CH2:43][C:44](O)=[O:45])[CH2:39][CH2:38]1.C1(N=C=NC2CCCCC2)CCCCC1.C(NC1CCCCC1)(NC1CCCCC1)=O.[OH-].[Na+]. The catalyst is CN(C)C=O.O. The product is [CH3:53][N:36]([CH3:35])[C:37]1([C:47]2[CH:48]=[CH:49][CH:50]=[CH:51][CH:52]=2)[CH2:42][CH2:41][CH:40]([CH2:43][C:44]([NH:26][CH2:25][CH2:24][CH2:23][CH2:22][CH2:21][CH2:20][C:13]2[C:14]3[C:19](=[CH:18][CH:17]=[CH:16][CH:15]=3)[NH:11][CH:12]=2)=[O:45])[CH2:39][CH2:38]1. The yield is 0.580. (3) The reactants are [CH3:1][O:2][C:3](=[O:11])[C:4]1[CH:9]=[C:8]([OH:10])[CH:7]=[N:6][CH:5]=1.[Cl-].[C:13]1([I+][C:13]2[CH:18]=[CH:17][CH:16]=[CH:15][CH:14]=2)[CH:18]=[CH:17][CH:16]=[CH:15][CH:14]=1.CC(C)([O-])C.[K+].O. The catalyst is O1CCCC1.CN(C)C=O. The product is [CH3:1][O:2][C:3](=[O:11])[C:4]1[CH:9]=[C:8]([O:10][C:13]2[CH:18]=[CH:17][CH:16]=[CH:15][CH:14]=2)[CH:7]=[N:6][CH:5]=1. The yield is 0.820. (4) The reactants are [NH2:1][C:2]1[N:7]=[C:6]([C:8]2[CH:9]=[CH:10][C:11]([N:14]3[CH2:19][CH2:18][N:17]([C:20]([O:22][C:23]([CH3:26])([CH3:25])[CH3:24])=[O:21])[CH2:16][CH2:15]3)=[N:12][CH:13]=2)[CH:5]=[N:4][C:3]=1[Cl:27].Br[CH2:29][C:30](=O)[C:31]([O:33][CH2:34][CH3:35])=[O:32]. The catalyst is COCCOC. The product is [C:23]([O:22][C:20]([N:17]1[CH2:18][CH2:19][N:14]([C:11]2[N:12]=[CH:13][C:8]([C:6]3[N:7]4[CH:29]=[C:30]([C:31]([O:33][CH2:34][CH3:35])=[O:32])[N:1]=[C:2]4[C:3]([Cl:27])=[N:4][CH:5]=3)=[CH:9][CH:10]=2)[CH2:15][CH2:16]1)=[O:21])([CH3:24])([CH3:26])[CH3:25]. The yield is 0.130.